This data is from Choline transporter screen with 302,306 compounds. The task is: Binary Classification. Given a drug SMILES string, predict its activity (active/inactive) in a high-throughput screening assay against a specified biological target. (1) The drug is S(CC(=O)NC1CC1)c1ncnc2sc(c(c12)C)C. The result is 0 (inactive). (2) The molecule is O(\N=C(/N)c1ccc(OC)cc1)C(=O)CC1CCCCC1. The result is 0 (inactive). (3) The compound is O1CCN(CCOCCOCC1)Cc1ccccc1. The result is 0 (inactive). (4) The drug is O=C(NC1CCCCC1)c1c(n(c2nc3n(c(=O)c2c1)cccc3)Cc1ccccc1)=N. The result is 0 (inactive). (5) The compound is Clc1cc(C(=O)NNC(=O)c2sc3nc4c(cc3c2)cccc4)ccc1. The result is 0 (inactive). (6) The compound is s1c(/C=N\NC(=O)c2cc(nc3c2cccc3)C2CC2)ccc1. The result is 0 (inactive).